This data is from Reaction yield outcomes from USPTO patents with 853,638 reactions. The task is: Predict the reaction yield, written as a fraction of the theoretical maximum amount of product (1.0 means a 100% yield; for example, 0.34 means a 34% yield). (1) The product is [CH3:15][O:16][C:17]1[CH:22]=[CH:21][C:20]([C:2]2[CH:6]=[CH:5][S:4][C:3]=2[C:7]2[CH:8]=[CH:9][CH:10]=[C:11]([O:34][CH3:32])[CH:12]=2)=[CH:19][CH:18]=1. No catalyst specified. The yield is 0.400. The reactants are Br[C:2]1[CH:6]=[CH:5][S:4][C:3]=1[C:7]1[CH:12]=[CH:11][C:10](OC)=[CH:9][CH:8]=1.[CH3:15][O:16][C:17]1[CH:22]=[CH:21][C:20](B(O)O)=[CH:19][CH:18]=1.CCCCCC.[C:32](OCC)(=[O:34])C. (2) The reactants are [NH2:1][C@@H:2]([C:5]([CH3:13])=[CH:6][C:7]1[CH:12]=[CH:11][CH:10]=[CH:9][CH:8]=1)[CH2:3][OH:4]. The catalyst is CCO.[Pd]. The product is [NH2:1][C@@H:2]([CH:5]([CH3:13])[CH2:6][C:7]1[CH:12]=[CH:11][CH:10]=[CH:9][CH:8]=1)[CH2:3][OH:4]. The yield is 0.490. (3) The reactants are [F:1][C:2]1[CH:7]=[C:6]([F:8])[CH:5]=[CH:4][C:3]=1[N:9]1[C:17](=[O:18])[C:16]2[C@@H:15]3[C:19]([CH3:21])([CH3:20])[C@@:12]([CH3:22])([CH2:13][CH2:14]3)[C:11]=2[NH:10]1.[F:23][C:24]1[CH:31]=[CH:30][C:27]([CH2:28]Br)=[C:26]([C:32]([F:35])([F:34])[F:33])[CH:25]=1.ClCCl. The catalyst is [I-].C([N+](CCCC)(CCCC)CCCC)CCC.CN(C)C=O.C(OCC)(=O)C. The product is [F:1][C:2]1[CH:7]=[C:6]([F:8])[CH:5]=[CH:4][C:3]=1[N:9]1[C:17](=[O:18])[C:16]2[C@@H:15]3[C:19]([CH3:21])([CH3:20])[C@@:12]([CH3:22])([CH2:13][CH2:14]3)[C:11]=2[N:10]1[CH2:28][C:27]1[CH:30]=[CH:31][C:24]([F:23])=[CH:25][C:26]=1[C:32]([F:34])([F:33])[F:35]. The yield is 0.400. (4) The reactants are [C:1]1([S:7]([CH2:10][C:11]([NH:13][NH:14][C:15](=[O:17])[CH3:16])=O)(=[O:9])=[O:8])[CH:6]=[CH:5][CH:4]=[CH:3][CH:2]=1.P(Cl)(Cl)(Cl)=O. The catalyst is C(#N)C.O. The product is [C:1]1([S:7]([CH2:10][C:11]2[O:17][C:15]([CH3:16])=[N:14][N:13]=2)(=[O:8])=[O:9])[CH:2]=[CH:3][CH:4]=[CH:5][CH:6]=1. The yield is 0.700. (5) The reactants are [C:1]([C:3]1[S:4][C:5]2[C:15]3[C:10](=[CH:11][C:12]([NH:16]C(=O)OC(C)(C)C)=[CH:13][CH:14]=3)[CH:9]=[CH:8][C:6]=2[N:7]=1)#[N:2].C1(SC)C=CC=CC=1.FC(F)(F)C(O)=O. The catalyst is C(Cl)Cl. The product is [NH2:16][C:12]1[CH:11]=[C:10]2[C:15](=[CH:14][CH:13]=1)[C:5]1[S:4][C:3]([C:1]#[N:2])=[N:7][C:6]=1[CH:8]=[CH:9]2. The yield is 0.940. (6) The reactants are [CH2:1]=[N:2][SH:3](=[O:5])=[O:4].[C:6](=O)([O-])[O-].[K+].[K+].ClCCN(CCCl)C[C:17]1[CH:22]=[CH:21][CH:20]=[CH:19][CH:18]=1.C1O[CH2:42][CH2:41]OCCOCCOCCOCCOC1.[CH3:44][N:45]([CH3:48])C=O. No catalyst specified. The product is [CH2:1]([NH:2][S:3]([N:45]1[CH2:48][CH2:42][CH2:41][CH2:6][CH2:44]1)(=[O:5])=[O:4])[C:17]1[CH:18]=[CH:19][CH:20]=[CH:21][CH:22]=1. The yield is 0.520.